This data is from Forward reaction prediction with 1.9M reactions from USPTO patents (1976-2016). The task is: Predict the product of the given reaction. Given the reactants [CH:1]1([CH2:4][O:5][C:6]2[CH:11]=[CH:10][C:9]([CH3:12])=[CH:8][C:7]=2[C:13]2[CH:18]=[CH:17][N:16]=[C:15]3[C:19]([C:31](O)=[O:32])=[C:20]([CH3:30])[N:21]([CH2:22][O:23][CH2:24][CH2:25][Si:26]([CH3:29])([CH3:28])[CH3:27])[C:14]=23)[CH2:3][CH2:2]1.[NH2:34][C@@H:35]1[CH2:40][CH2:39][C@H:38]([NH:41][C:42](=[O:48])[O:43][C:44]([CH3:47])([CH3:46])[CH3:45])[CH2:37][CH2:36]1, predict the reaction product. The product is: [CH:1]1([CH2:4][O:5][C:6]2[CH:11]=[CH:10][C:9]([CH3:12])=[CH:8][C:7]=2[C:13]2[CH:18]=[CH:17][N:16]=[C:15]3[C:19]([C:31]([NH:34][C@@H:35]4[CH2:40][CH2:39][C@H:38]([NH:41][C:42](=[O:48])[O:43][C:44]([CH3:46])([CH3:45])[CH3:47])[CH2:37][CH2:36]4)=[O:32])=[C:20]([CH3:30])[N:21]([CH2:22][O:23][CH2:24][CH2:25][Si:26]([CH3:27])([CH3:29])[CH3:28])[C:14]=23)[CH2:2][CH2:3]1.